Dataset: Reaction yield outcomes from USPTO patents with 853,638 reactions. Task: Predict the reaction yield, written as a fraction of the theoretical maximum amount of product (1.0 means a 100% yield; for example, 0.34 means a 34% yield). (1) The reactants are [CH3:1][C:2]1[CH:3]=[C:4]([O:11][CH:12]2[CH2:17][CH2:16][N:15]([C:18]([O:20][CH2:21][C:22]3[CH:27]=[CH:26][CH:25]=[CH:24][CH:23]=3)=[O:19])[CH2:14][CH2:13]2)[CH:5]=[CH:6][C:7]=1[N+:8]([O-])=O.[BH4-].[Na+]. The catalyst is CO.O.O.O.O.O.O.[Ni](Cl)Cl. The product is [NH2:8][C:7]1[CH:6]=[CH:5][C:4]([O:11][CH:12]2[CH2:13][CH2:14][N:15]([C:18]([O:20][CH2:21][C:22]3[CH:27]=[CH:26][CH:25]=[CH:24][CH:23]=3)=[O:19])[CH2:16][CH2:17]2)=[CH:3][C:2]=1[CH3:1]. The yield is 0.780. (2) The reactants are [CH:1]12[C:10](=[O:11])[O:9][C:7](=[O:8])[CH:2]1[CH2:3][CH2:4][CH2:5][CH2:6]2.[CH2:12]([CH:15]([CH2:18][CH2:19][CH2:20][CH2:21][CH3:22])[CH2:16][OH:17])[CH2:13][CH3:14].[CH2:23](Cl)[C:24]1[CH:29]=[CH:28][CH:27]=[CH:26][CH:25]=1. No catalyst specified. The product is [CH:2]1([C:7]([O:9][CH2:23][C:24]2[CH:29]=[CH:28][CH:27]=[CH:26][CH:25]=2)=[O:8])[CH2:3][CH2:4][CH2:5][CH2:6][CH:1]1[C:10]([O:17][CH2:16][CH:15]([CH2:12][CH2:13][CH3:14])[CH2:18][CH2:19][CH2:20][CH2:21][CH3:22])=[O:11]. The yield is 0.899. (3) The reactants are [CH3:1][C:2]1[S:6][C:5]([C:7]2[CH:12]=[CH:11][CH:10]=[CH:9][CH:8]=2)=[N:4][C:3]=1[CH2:13][O:14][C:15]1[CH:19]=[C:18]([CH2:20][O:21][C:22]2[C:27]([CH2:28][C:29]#N)=[CH:26][CH:25]=[CH:24][N:23]=2)[O:17][N:16]=1.C(O)C.[OH-:34].[Na+].Cl.[OH2:37]. No catalyst specified. The product is [CH3:1][C:2]1[S:6][C:5]([C:7]2[CH:12]=[CH:11][CH:10]=[CH:9][CH:8]=2)=[N:4][C:3]=1[CH2:13][O:14][C:15]1[CH:19]=[C:18]([CH2:20][O:21][C:22]2[C:27]([CH2:28][C:29]([OH:37])=[O:34])=[CH:26][CH:25]=[CH:24][N:23]=2)[O:17][N:16]=1. The yield is 0.810.